From a dataset of Catalyst prediction with 721,799 reactions and 888 catalyst types from USPTO. Predict which catalyst facilitates the given reaction. (1) Reactant: [C:1]([O:4][C:5](=[O:7])[CH3:6])(=O)[CH3:2].C(Cl)(Cl)Cl.[CH3:12][C:13]1([CH3:30])[O:29][C:17]2=[CH:18][C:19]3[C:20]([CH3:28])=[CH:21]C(C)=[N+:23]([O-])[C:24]=3[CH:25]=[C:16]2[CH:15]=[CH:14]1.[OH-].[Na+]. Product: [C:5]([O:4][CH2:1][C:2]1[CH:21]=[C:20]([CH3:28])[C:19]2[CH:18]=[C:17]3[O:29][C:13]([CH3:30])([CH3:12])[CH:14]=[CH:15][C:16]3=[CH:25][C:24]=2[N:23]=1)(=[O:7])[CH3:6]. The catalyst class is: 5. (2) Reactant: [Cl:1][C:2]1[CH:7]=[CH:6][C:5]([C:8]2[CH:9]=[CH:10][C:11]([CH2:15][CH3:16])=[C:12]([CH:14]=2)N)=[CH:4][CH:3]=1.N([O-])=O.[Na+].[BrH:21]. Product: [Cl:1][C:2]1[CH:7]=[CH:6][C:5]([C:8]2[CH:9]=[CH:10][C:11]([CH2:15][CH3:16])=[C:12]([Br:21])[CH:14]=2)=[CH:4][CH:3]=1. The catalyst class is: 6. (3) Reactant: [N+:1]([C:4]1[CH:5]=[C:6]2[C:10](=[CH:11][CH:12]=1)[NH:9][C:8](=[O:13])[C:7]2=[C:14]([C:16]1[N:17]=[CH:18][NH:19][CH:20]=1)[CH3:15])([O-])=O.[Sn](Cl)(Cl)(Cl)Cl.C(=O)(O)[O-].[Na+]. Product: [NH2:1][C:4]1[CH:5]=[C:6]2[C:10](=[CH:11][CH:12]=1)[NH:9][C:8](=[O:13])[C:7]2=[C:14]([C:16]1[N:17]=[CH:18][NH:19][CH:20]=1)[CH3:15]. The catalyst class is: 13. (4) Reactant: Br[C:2]1[S:3][C:4]2[CH:10]=[C:9]([CH3:11])[CH:8]=[CH:7][C:5]=2[N:6]=1.[NH2:12][C:13]1[CH:18]=[CH:17][C:16]([CH2:19][C:20]([O:22][CH3:23])=[O:21])=[CH:15][C:14]=1[Cl:24].C1(C)C=CC(S([O-])(=O)=O)=CC=1.[NH+]1C=CC=CC=1. Product: [Cl:24][C:14]1[CH:15]=[C:16]([CH2:19][C:20]([O:22][CH3:23])=[O:21])[CH:17]=[CH:18][C:13]=1[NH:12][C:2]1[S:3][C:4]2[CH:10]=[C:9]([CH3:11])[CH:8]=[CH:7][C:5]=2[N:6]=1. The catalyst class is: 113. (5) Reactant: [F:1][C:2]1[CH:3]=[CH:4][C:5]([N+:10]([O-:12])=[O:11])=[C:6]([CH:9]=1)[CH2:7]O.CS(Cl)(=O)=O.C(N(CC)CC)C.Cl.[NH2:26][CH2:27][C:28]([O:30][CH2:31][CH3:32])=[O:29].C(=O)([O-])O.[Na+]. Product: [F:1][C:2]1[CH:3]=[CH:4][C:5]([N+:10]([O-:12])=[O:11])=[C:6]([CH:9]=1)[CH2:7][NH:26][CH2:27][C:28]([O:30][CH2:31][CH3:32])=[O:29]. The catalyst class is: 429. (6) Reactant: [CH3:1][C:2]([S@@:5](/[N:7]=[C:8](/[C:12]1[CH:17]=[CH:16][CH:15]=[CH:14][CH:13]=1)\[CH2:9][CH2:10][CH3:11])=[O:6])([CH3:4])[CH3:3]. Product: [C:12]1([C@H:8]([NH:7][S:5]([C:2]([CH3:1])([CH3:4])[CH3:3])=[O:6])[CH2:9][CH2:10][CH3:11])[CH:17]=[CH:16][CH:15]=[CH:14][CH:13]=1. The catalyst class is: 5. (7) Reactant: [C:1]([O:5][C:6]([C:8]1([CH2:11][CH:12]=O)[CH2:10][CH2:9]1)=[O:7])([CH3:4])([CH3:3])[CH3:2].[C:14]([O:18][C:19](=[O:29])[CH2:20][NH:21][CH2:22][C:23]1[CH:28]=[CH:27][CH:26]=[CH:25][CH:24]=1)([CH3:17])([CH3:16])[CH3:15].C(O[BH-](OC(=O)C)OC(=O)C)(=O)C.[Na+].C(O)(=O)C.C(=O)([O-])O.[Na+]. Product: [C:1]([O:5][C:6]([C:8]1([CH2:11][CH2:12][N:21]([CH2:22][C:23]2[CH:28]=[CH:27][CH:26]=[CH:25][CH:24]=2)[CH2:20][C:19]([O:18][C:14]([CH3:17])([CH3:15])[CH3:16])=[O:29])[CH2:9][CH2:10]1)=[O:7])([CH3:2])([CH3:3])[CH3:4]. The catalyst class is: 133.